Dataset: Full USPTO retrosynthesis dataset with 1.9M reactions from patents (1976-2016). Task: Predict the reactants needed to synthesize the given product. Given the product [Si:1]([O:18][C@@H:19]1[CH2:23][N:22]([C:24]([O:26][C:27]([CH3:30])([CH3:29])[CH3:28])=[O:25])[C@H:21]([CH2:31][O:32][CH2:42][CH2:41][O:40][CH3:44])[CH2:20]1)([C:14]([CH3:16])([CH3:17])[CH3:15])([C:8]1[CH:9]=[CH:10][CH:11]=[CH:12][CH:13]=1)[C:2]1[CH:3]=[CH:4][CH:5]=[CH:6][CH:7]=1, predict the reactants needed to synthesize it. The reactants are: [Si:1]([O:18][C@@H:19]1[CH2:23][N:22]([C:24]([O:26][C:27]([CH3:30])([CH3:29])[CH3:28])=[O:25])[C@H:21]([CH2:31][OH:32])[CH2:20]1)([C:14]([CH3:17])([CH3:16])[CH3:15])([C:8]1[CH:13]=[CH:12][CH:11]=[CH:10][CH:9]=1)[C:2]1[CH:7]=[CH:6][CH:5]=[CH:4][CH:3]=1.[H-].[Na+].C(COBr)C.[O:40]1[CH2:44]C[CH2:42][CH2:41]1.